This data is from NCI-60 drug combinations with 297,098 pairs across 59 cell lines. The task is: Regression. Given two drug SMILES strings and cell line genomic features, predict the synergy score measuring deviation from expected non-interaction effect. Drug 1: C1=CN(C=N1)CC(O)(P(=O)(O)O)P(=O)(O)O. Drug 2: C1CNP(=O)(OC1)N(CCCl)CCCl. Cell line: HS 578T. Synergy scores: CSS=4.36, Synergy_ZIP=-1.50, Synergy_Bliss=0.199, Synergy_Loewe=-1.84, Synergy_HSA=1.44.